This data is from Reaction yield outcomes from USPTO patents with 853,638 reactions. The task is: Predict the reaction yield, written as a fraction of the theoretical maximum amount of product (1.0 means a 100% yield; for example, 0.34 means a 34% yield). (1) The reactants are [F:1][C:2]1[CH:9]=[CH:8][C:7]([F:10])=[CH:6][C:3]=1[C:4]#[N:5].C(N)(=[S:13])C. The catalyst is CN(C)C=O. The product is [F:1][C:2]1[CH:9]=[CH:8][C:7]([F:10])=[CH:6][C:3]=1[C:4](=[S:13])[NH2:5]. The yield is 0.870. (2) The reactants are [CH3:1][O:2][C:3]1[N:4]=[CH:5][CH:6]=[C:7]2[C:11]([C:12]3[CH:17]=[C:16]([N+:18]([O-])=O)[CH:15]=[CH:14][C:13]=3[O:21][C@H:22]3[CH2:27][CH2:26][C@H:25]([O:28][CH3:29])[CH2:24][CH2:23]3)=[CH:10][N:9]([CH3:30])[C:8]=12. The catalyst is O1CCCC1.[Pd]. The product is [CH3:1][O:2][C:3]1[N:4]=[CH:5][CH:6]=[C:7]2[C:11]([C:12]3[CH:17]=[C:16]([CH:15]=[CH:14][C:13]=3[O:21][C@H:22]3[CH2:27][CH2:26][C@H:25]([O:28][CH3:29])[CH2:24][CH2:23]3)[NH2:18])=[CH:10][N:9]([CH3:30])[C:8]=12. The yield is 1.00. (3) The reactants are [N:1]1[CH:6]=[CH:5][CH:4]=[C:3]([C:7]#[N:8])[C:2]=1[C:9]1[CH2:10][CH2:11][NH:12][CH2:13][CH:14]=1.C=O.[CH3:17][C:18]1[CH:19]=[C:20]([CH:24]=[CH:25][CH:26]=1)[C:21]([NH2:23])=[O:22].[C:27](=O)([O-])[O-].[K+].[K+]. The catalyst is C(O)C. The product is [C:7]([C:3]1[C:2]([C:9]2[CH2:10][CH2:11][N:12]([CH2:27][NH:23][C:21](=[O:22])[C:20]3[CH:24]=[CH:25][CH:26]=[C:18]([CH3:17])[CH:19]=3)[CH2:13][CH:14]=2)=[N:1][CH:6]=[CH:5][CH:4]=1)#[N:8]. The yield is 0.320. (4) The reactants are Cl.[NH:2]([C:4]1[CH:5]=[C:6]([CH:12]=[CH:13][CH:14]=1)C(OCC)=O)[NH2:3].[CH3:15][C:16]([CH3:23])([CH3:22])[C:17](=O)[CH2:18][C:19]#[N:20].[Si]([O:31]CC(C)(C)C(OC)=O)(C(C)(C)C)(C)C. No catalyst specified. The product is [NH2:20][C:19]1[N:2]([C:4]2[CH:14]=[CH:13][CH:12]=[CH:6][CH:5]=2)[N:3]=[C:17]([C:16]([CH3:23])([CH3:22])[CH2:15][OH:31])[CH:18]=1. The yield is 0.660. (5) The reactants are [CH3:1][C:2]([CH3:7])=[CH:3][C:4](O)=[O:5].O=S(Cl)Cl.[NH2:12][C:13]1[CH:18]=[CH:17][CH:16]=[CH:15][CH:14]=1.CCN(CC)CC. No catalyst specified. The product is [C:13]1([NH:12][C:4](=[O:5])[CH:3]=[C:2]([CH3:7])[CH3:1])[CH:18]=[CH:17][CH:16]=[CH:15][CH:14]=1. The yield is 0.800. (6) The product is [Si:22]([O:21][CH2:20][C:8]1([CH2:11][O:12][Si:13]([C:16]([CH3:19])([CH3:18])[CH3:17])([CH3:14])[CH3:15])[NH:7][CH:6]([CH2:5][OH:4])[CH2:10][CH2:9]1)([C:25]([CH3:28])([CH3:27])[CH3:26])([CH3:24])[CH3:23]. The catalyst is CO. The yield is 0.980. The reactants are C([O:4][CH2:5][CH:6]1[CH2:10][CH2:9][C:8]([CH2:20][O:21][Si:22]([C:25]([CH3:28])([CH3:27])[CH3:26])([CH3:24])[CH3:23])([CH2:11][O:12][Si:13]([C:16]([CH3:19])([CH3:18])[CH3:17])([CH3:15])[CH3:14])[NH:7]1)(=O)C.C([O-])([O-])=O.[K+].[K+].